Task: Predict which catalyst facilitates the given reaction.. Dataset: Catalyst prediction with 721,799 reactions and 888 catalyst types from USPTO (1) The catalyst class is: 19. Reactant: [N+:1]([C:4]1[CH:5]=[N:6][N:7]([CH2:9][C@H:10]([OH:12])[CH3:11])[CH:8]=1)([O-])=O. Product: [NH2:1][C:4]1[CH:5]=[N:6][N:7]([CH2:9][C@H:10]([OH:12])[CH3:11])[CH:8]=1. (2) Reactant: [CH:1](/[C:10]1[CH:11]=[C:12]([OH:16])[CH:13]=[CH:14][CH:15]=1)=[CH:2]\[C:3]1[CH:8]=[CH:7][C:6]([OH:9])=[CH:5][CH:4]=1. Product: [C:6]([O:16][C:12]1[CH:13]=[CH:14][CH:15]=[C:10]([CH2:1][CH2:2][C:3]2[CH:4]=[CH:5][C:6]([O:9][C:12](=[O:16])[CH3:11])=[CH:7][CH:8]=2)[CH:11]=1)(=[O:9])[CH3:5]. The catalyst class is: 19. (3) Reactant: [C:1]1([CH3:13])[CH:6]=[C:5]([CH3:7])[CH:4]=[C:3]([CH3:8])[C:2]=1[S:9](Cl)(=[O:11])=[O:10].[NH2:14][CH2:15][CH2:16][CH2:17][CH2:18][NH2:19]. Product: [C:1]1([CH3:13])[CH:6]=[C:5]([CH3:7])[CH:4]=[C:3]([CH3:8])[C:2]=1[S:9]([NH:14][CH2:15][CH2:16][CH2:17][CH2:18][NH:19][S:9]([C:2]1[C:3]([CH3:8])=[CH:4][C:5]([CH3:7])=[CH:6][C:1]=1[CH3:13])(=[O:11])=[O:10])(=[O:11])=[O:10]. The catalyst class is: 797. (4) Reactant: [F:1][C:2]1[C:3](/[C:12](/I)=[CH:13]/[C:14](=O)[C:15]2[NH:16][CH:17]=[CH:18][CH:19]=2)=[C:4]2[C:8](=[CH:9][CH:10]=1)[NH:7][C:6](=[O:11])[CH2:5]2.[CH2:22]([CH2:24][NH2:25])[OH:23].[H-].[Na+]. Product: [F:1][C:2]1[C:3]2[C:4]3[C:8](=[CH:9][CH:10]=1)[NH:7][C:6](=[O:11])[C:5]=3[C:14]([C:15]1[NH:16][CH:17]=[CH:18][CH:19]=1)=[CH:13][C:12]=2[NH:25][CH2:24][CH2:22][OH:23]. The catalyst class is: 3. (5) Reactant: [F:1][C:2]1[CH:7]=[CH:6][C:5]([CH2:8][C:9]([OH:11])=O)=[CH:4][CH:3]=1.CN(C)C=O.C(Cl)(=O)C([Cl:20])=O. Product: [F:1][C:2]1[CH:7]=[CH:6][C:5]([CH2:8][C:9]([Cl:20])=[O:11])=[CH:4][CH:3]=1. The catalyst class is: 11. (6) Reactant: [N:1]([C:4]1[CH:9]=[CH:8][CH:7]=[CH:6][C:5]=1[O:10]C)=[C:2]=[O:3].[CH2:12]([NH2:14])[CH3:13].B(Br)(Br)Br. The catalyst class is: 4. Product: [CH2:12]([NH:14][C:2]([NH:1][C:4]1[CH:9]=[CH:8][CH:7]=[CH:6][C:5]=1[OH:10])=[O:3])[CH3:13]. (7) Reactant: P(Cl)(Cl)(Cl)(Cl)Cl.[CH:7]([C:10]1[CH:11]=C(C2C=CC=CC=2)[CH:13]=[C:14]([CH:27]([CH3:29])[CH3:28])[C:15]=1[NH:16][C:17](=O)[C:18]1[CH:23]=[CH:22][CH:21]=[C:20]([O:24][CH3:25])[CH:19]=1)([CH3:9])[CH3:8].CO[CH:38](OC)[CH2:39][NH2:40].[C:43]1([CH3:50])[C:44](C)=[CH:45][CH:46]=[CH:47][CH:48]=1. Product: [CH:27]([C:14]1[CH:13]=[C:50]([C:43]2[CH:48]=[CH:47][CH:46]=[CH:45][CH:44]=2)[CH:11]=[C:10]([CH:7]([CH3:8])[CH3:9])[C:15]=1[N:16]1[CH:38]=[CH:39][N:40]=[C:17]1[C:18]1[CH:23]=[CH:22][CH:21]=[C:20]([O:24][CH3:25])[CH:19]=1)([CH3:28])[CH3:29]. The catalyst class is: 1. (8) Reactant: [CH3:1][O:2][C:3](=[O:22])[CH2:4][NH:5][C:6](=[O:21])[C@H:7]([CH2:16][O:17][CH2:18][CH:19]=[CH2:20])[NH:8]C(OC(C)(C)C)=O.[C:23]([OH:29])([C:25]([F:28])([F:27])[F:26])=[O:24]. Product: [F:26][C:25]([F:28])([F:27])[C:23]([OH:29])=[O:24].[CH3:1][O:2][C:3](=[O:22])[CH2:4][NH:5][C:6](=[O:21])[C@H:7]([CH2:16][O:17][CH2:18][CH:19]=[CH2:20])[NH2:8]. The catalyst class is: 2. (9) Reactant: [Cl:1][C:2]1[S:35][C:5]2[C:6]3([CH2:16][CH2:15][N:14]([CH2:17][C:18]4[C:19]([C:30](OCC)=[O:31])=[N:20][N:21]([C:23]5[C:28]([Cl:29])=[CH:27][CH:26]=[CH:25][N:24]=5)[CH:22]=4)[CH2:13][CH2:12]3)[O:7][CH2:8][C:9]([F:11])([F:10])[C:4]=2[CH:3]=1.[BH4-].[Li+]. Product: [Cl:1][C:2]1[S:35][C:5]2[C:6]3([O:7][CH2:8][C:9]([F:11])([F:10])[C:4]=2[CH:3]=1)[CH2:12][CH2:13][N:14]([CH2:17][C:18]1[C:19]([CH2:30][OH:31])=[N:20][N:21]([C:23]2[C:28]([Cl:29])=[CH:27][CH:26]=[CH:25][N:24]=2)[CH:22]=1)[CH2:15][CH2:16]3. The catalyst class is: 214.